From a dataset of NCI-60 drug combinations with 297,098 pairs across 59 cell lines. Regression. Given two drug SMILES strings and cell line genomic features, predict the synergy score measuring deviation from expected non-interaction effect. (1) Cell line: SW-620. Drug 2: CN(CC1=CN=C2C(=N1)C(=NC(=N2)N)N)C3=CC=C(C=C3)C(=O)NC(CCC(=O)O)C(=O)O. Drug 1: C1=C(C(=O)NC(=O)N1)F. Synergy scores: CSS=31.3, Synergy_ZIP=-7.79, Synergy_Bliss=-5.50, Synergy_Loewe=-10.1, Synergy_HSA=-2.08. (2) Cell line: SK-MEL-2. Synergy scores: CSS=-0.538, Synergy_ZIP=4.28, Synergy_Bliss=1.10, Synergy_Loewe=-3.49, Synergy_HSA=-2.93. Drug 1: CC1=C(C=C(C=C1)NC2=NC=CC(=N2)N(C)C3=CC4=NN(C(=C4C=C3)C)C)S(=O)(=O)N.Cl. Drug 2: N.N.Cl[Pt+2]Cl. (3) Drug 1: CCCCC(=O)OCC(=O)C1(CC(C2=C(C1)C(=C3C(=C2O)C(=O)C4=C(C3=O)C=CC=C4OC)O)OC5CC(C(C(O5)C)O)NC(=O)C(F)(F)F)O. Drug 2: CCCCCOC(=O)NC1=NC(=O)N(C=C1F)C2C(C(C(O2)C)O)O. Cell line: HOP-92. Synergy scores: CSS=20.8, Synergy_ZIP=-3.85, Synergy_Bliss=-6.62, Synergy_Loewe=-19.6, Synergy_HSA=-7.81. (4) Drug 1: CC1OCC2C(O1)C(C(C(O2)OC3C4COC(=O)C4C(C5=CC6=C(C=C35)OCO6)C7=CC(=C(C(=C7)OC)O)OC)O)O. Drug 2: CN(C)C1=NC(=NC(=N1)N(C)C)N(C)C. Cell line: K-562. Synergy scores: CSS=53.9, Synergy_ZIP=22.8, Synergy_Bliss=22.1, Synergy_Loewe=-15.2, Synergy_HSA=19.0. (5) Drug 1: C1CCC(CC1)NC(=O)N(CCCl)N=O. Drug 2: CC12CCC3C(C1CCC2O)C(CC4=C3C=CC(=C4)O)CCCCCCCCCS(=O)CCCC(C(F)(F)F)(F)F. Cell line: OVCAR-4. Synergy scores: CSS=0.855, Synergy_ZIP=3.47, Synergy_Bliss=-3.04, Synergy_Loewe=-3.35, Synergy_HSA=-2.79. (6) Drug 1: C1=CC(=CC=C1CCCC(=O)O)N(CCCl)CCCl. Drug 2: C(=O)(N)NO. Cell line: U251. Synergy scores: CSS=33.1, Synergy_ZIP=-7.59, Synergy_Bliss=-4.23, Synergy_Loewe=-2.76, Synergy_HSA=-1.55. (7) Drug 1: C1=CC(=CC=C1CCCC(=O)O)N(CCCl)CCCl. Drug 2: C1C(C(OC1N2C=NC3=C2NC=NCC3O)CO)O. Cell line: NCI-H322M. Synergy scores: CSS=-4.80, Synergy_ZIP=-0.745, Synergy_Bliss=-5.86, Synergy_Loewe=-9.41, Synergy_HSA=-8.18. (8) Drug 1: C1C(C(OC1N2C=C(C(=O)NC2=O)F)CO)O. Drug 2: CCC(=C(C1=CC=CC=C1)C2=CC=C(C=C2)OCCN(C)C)C3=CC=CC=C3.C(C(=O)O)C(CC(=O)O)(C(=O)O)O. Cell line: RPMI-8226. Synergy scores: CSS=39.7, Synergy_ZIP=2.30, Synergy_Bliss=1.19, Synergy_Loewe=-31.0, Synergy_HSA=-0.710. (9) Drug 1: CC1OCC2C(O1)C(C(C(O2)OC3C4COC(=O)C4C(C5=CC6=C(C=C35)OCO6)C7=CC(=C(C(=C7)OC)O)OC)O)O. Drug 2: CCC1(C2=C(COC1=O)C(=O)N3CC4=CC5=C(C=CC(=C5CN(C)C)O)N=C4C3=C2)O.Cl. Cell line: T-47D. Synergy scores: CSS=37.6, Synergy_ZIP=-13.9, Synergy_Bliss=-4.25, Synergy_Loewe=-3.28, Synergy_HSA=-2.13.